Dataset: Catalyst prediction with 721,799 reactions and 888 catalyst types from USPTO. Task: Predict which catalyst facilitates the given reaction. (1) Reactant: [Cl:1][C:2]1[C:3]([CH3:22])=[C:4]([N:8]2[C:12](=[O:13])[CH2:11][N:10]([C:14](=[O:21])[CH2:15][NH:16][CH2:17][CH2:18][O:19][CH3:20])[CH2:9]2)[CH:5]=[CH:6][CH:7]=1.[OH:23][C:24]1[CH:25]=[C:26]([CH:30]=[CH:31][C:32]=1[CH3:33])[C:27](O)=[O:28].F[P-](F)(F)(F)(F)F.N1(O[P+](N(C)C)(N(C)C)N(C)C)C2C=CC=CC=2N=N1. Product: [Cl:1][C:2]1[C:3]([CH3:22])=[C:4]([N:8]2[C:12](=[O:13])[CH2:11][N:10]([C:14](=[O:21])[CH2:15][N:16]([CH2:17][CH2:18][O:19][CH3:20])[C:27](=[O:28])[C:26]3[CH:30]=[CH:31][C:32]([CH3:33])=[C:24]([OH:23])[CH:25]=3)[CH2:9]2)[CH:5]=[CH:6][CH:7]=1. The catalyst class is: 37. (2) Reactant: FC(F)(F)C(O)=O.[Si]([CH:15]([OH:36])[C@H:16]1[O:20][C@@H:19]([N:21]2[CH:28]=[CH:27][C:25](=[O:26])[NH:24][C:22]2=[O:23])[C@@:18]([F:30])([CH3:29])[C@:17]1([C:32](=[O:35])[CH2:33][CH3:34])[OH:31])(C(C)(C)C)(C)C. Product: [F:30][C@:18]1([CH3:29])[C@:17]([C:32](=[O:35])[CH2:33][CH3:34])([OH:31])[C@@H:16]([CH2:15][OH:36])[O:20][C@H:19]1[N:21]1[CH:28]=[CH:27][C:25](=[O:26])[NH:24][C:22]1=[O:23]. The catalyst class is: 13. (3) Reactant: CCN=C=NCCCN(C)C.[N:12]1[C:21]2[C:16](=[CH:17][C:18]([C:22]([OH:24])=O)=[CH:19][CH:20]=2)[CH:15]=[CH:14][CH:13]=1.Br.[F:26][C:27]1[C:34]([OH:35])=[CH:33][CH:32]=[CH:31][C:28]=1[CH2:29][NH2:30].N1C=CC=CC=1. Product: [F:26][C:27]1[C:34]([OH:35])=[CH:33][CH:32]=[CH:31][C:28]=1[CH2:29][NH:30][C:22]([C:18]1[CH:17]=[C:16]2[C:21](=[CH:20][CH:19]=1)[N:12]=[CH:13][CH:14]=[CH:15]2)=[O:24]. The catalyst class is: 6. (4) Reactant: [F:1][C:2]1[C:7]([N:8]=[C:9]=[O:10])=[C:6]([F:11])[C:5]([F:12])=[C:4]([F:13])[C:3]=1[F:14].[O:15]1[CH2:20][CH2:19][N:18]([CH2:21][CH2:22][CH2:23][O:24][C:25]2[CH:26]=[C:27]([CH:29]=[CH:30][CH:31]=2)[NH2:28])[CH2:17][CH2:16]1. Product: [O:15]1[CH2:16][CH2:17][N:18]([CH2:21][CH2:22][CH2:23][O:24][C:25]2[CH:26]=[C:27]([NH:28][C:9]([NH:8][C:7]3[C:2]([F:1])=[C:3]([F:14])[C:4]([F:13])=[C:5]([F:12])[C:6]=3[F:11])=[O:10])[CH:29]=[CH:30][CH:31]=2)[CH2:19][CH2:20]1. The catalyst class is: 22. (5) Reactant: F[C:2]1[CH:3]=[C:4](C[CH2:20][C:21]([O:23][CH2:24][CH3:25])=[O:22])[CH:5]=[CH:6][C:7]=1OCC1C(C)=CC(C)=CC=1C.[OH-].[Na+].Cl. Product: [C:21]([O:23][CH2:24][CH3:25])(=[O:22])[CH3:20].[CH3:4][CH2:3][CH2:2][CH2:7][CH2:6][CH3:5]. The catalyst class is: 8. (6) Reactant: C(=O)([O-])[O-].[Cs+].[Cs+].[NH:7]1[C:17]2[C:12](=[CH:13][CH:14]=[CH:15][CH:16]=2)[C:10](=[O:11])[C:8]1=[O:9].Br[CH2:19][C:20]1[O:21][C:22]([C:25]([F:28])([F:27])[F:26])=[CH:23][CH:24]=1. Product: [F:26][C:25]([F:28])([F:27])[C:22]1[O:21][C:20]([CH2:19][N:7]2[C:17]3[C:12](=[CH:13][CH:14]=[CH:15][CH:16]=3)[C:10](=[O:11])[C:8]2=[O:9])=[CH:24][CH:23]=1. The catalyst class is: 10. (7) Reactant: C([N:4]1[C:9]2=[CH:10][CH:11]=[C:12]3[C:17]([N:16]=[C:15]([CH:18]([CH3:20])[CH3:19])[N:14]([C:21]4[CH:26]=[CH:25][C:24]([Cl:27])=[CH:23][CH:22]=4)[C:13]3=[O:28])=[C:8]2[C:7](=[O:29])[CH2:6][CH2:5]1)(=O)C.[OH-].[K+]. Product: [Cl:27][C:24]1[CH:25]=[CH:26][C:21]([N:14]2[C:13](=[O:28])[C:12]3[C:17](=[C:8]4[C:7](=[O:29])[CH2:6][CH2:5][NH:4][C:9]4=[CH:10][CH:11]=3)[N:16]=[C:15]2[CH:18]([CH3:20])[CH3:19])=[CH:22][CH:23]=1. The catalyst class is: 24. (8) Reactant: CO.[OH-].[K+].[CH2:5]([Si:8]([CH3:25])([CH3:24])[Si:9]([CH3:23])([CH3:22])[C:10]1[CH:15]=[CH:14][C:13]([C:16]#[C:17][Si](C)(C)C)=[CH:12][CH:11]=1)[CH:6]=[CH2:7]. Product: [CH2:5]([Si:8]([CH3:24])([CH3:25])[Si:9]([C:10]1[CH:15]=[CH:14][C:13]([C:16]#[CH:17])=[CH:12][CH:11]=1)([CH3:23])[CH3:22])[CH:6]=[CH2:7]. The catalyst class is: 33. (9) Product: [OH:23][NH:22][C:15](=[O:16])[CH2:14][CH2:13][CH2:12][CH2:11][CH2:10][CH2:9][C:7](=[O:8])[C:6]1[CH:18]=[CH:19][CH:20]=[CH:21][C:5]=1[O:4][C:1](=[O:3])[CH3:2]. Reactant: [C:1]([O:4][C:5]1[CH:21]=[CH:20][CH:19]=[CH:18][C:6]=1[C:7]([CH2:9][CH2:10][CH2:11][CH2:12][CH2:13][CH2:14][C:15](O)=[O:16])=[O:8])(=[O:3])[CH3:2].[NH2:22][OH:23].Cl. The catalyst class is: 66.